Dataset: Peptide-MHC class I binding affinity with 185,985 pairs from IEDB/IMGT. Task: Regression. Given a peptide amino acid sequence and an MHC pseudo amino acid sequence, predict their binding affinity value. This is MHC class I binding data. (1) The peptide sequence is VPRRKAKII. The MHC is HLA-B35:01 with pseudo-sequence HLA-B35:01. The binding affinity (normalized) is 0. (2) The MHC is HLA-B46:01 with pseudo-sequence HLA-B46:01. The binding affinity (normalized) is 0.0847. The peptide sequence is AEMGANLCV. (3) The peptide sequence is FSLPFPFLYKFLL. The MHC is HLA-B40:01 with pseudo-sequence HLA-B40:01. The binding affinity (normalized) is 0. (4) The binding affinity (normalized) is 0.0641. The MHC is BoLA-AW10 with pseudo-sequence BoLA-AW10. The peptide sequence is FMIVNNFPV. (5) The peptide sequence is FVSVYFSDY. The MHC is HLA-B40:01 with pseudo-sequence HLA-B40:01. The binding affinity (normalized) is 0.0847. (6) The peptide sequence is EKLKKKSAF. The MHC is HLA-B44:02 with pseudo-sequence HLA-B44:02. The binding affinity (normalized) is 0.0847. (7) The peptide sequence is MEDGTIVFSL. The MHC is HLA-A68:02 with pseudo-sequence HLA-A68:02. The binding affinity (normalized) is 0.0170.